This data is from Full USPTO retrosynthesis dataset with 1.9M reactions from patents (1976-2016). The task is: Predict the reactants needed to synthesize the given product. (1) Given the product [F:14][C:10]1[CH:9]=[C:8]([CH:6]([CH3:7])[CH2:5][C:4]([OH:15])=[O:3])[CH:13]=[CH:12][CH:11]=1, predict the reactants needed to synthesize it. The reactants are: C([O:3][C:4](=[O:15])[CH2:5][CH:6]([C:8]1[CH:13]=[CH:12][CH:11]=[C:10]([F:14])[CH:9]=1)[CH3:7])C.[OH-].[Na+].C(OCC)C. (2) Given the product [CH3:26][N:27]([CH3:29])/[CH:28]=[CH:19]/[C:18]([C:17]1[C:9]([C:6]2[CH:7]=[CH:8][C:3]([O:2][CH3:1])=[CH:4][CH:5]=2)=[N:10][N:11]2[C:16]=1[CH:15]=[CH:14][CH:13]=[N:12]2)=[O:20], predict the reactants needed to synthesize it. The reactants are: [CH3:1][O:2][C:3]1[CH:8]=[CH:7][C:6]([C:9]2[C:17]([C:18](=[O:20])[CH3:19])=[C:16]3[N:11]([N:12]=[CH:13][CH:14]=[CH:15]3)[N:10]=2)=[CH:5][CH:4]=1.C(O[CH:26](OC(C)(C)C)[N:27]([CH3:29])[CH3:28])(C)(C)C. (3) Given the product [CH2:3]([O:5][C:6](=[O:33])[C:7]([CH3:32])([O:25][C:26]1[CH:31]=[CH:30][CH:29]=[CH:28][CH:27]=1)[CH2:8][C:9]1[CH:10]=[CH:11][C:12]([O:15][CH2:16][CH2:17][CH:18]2[CH2:22][N:21]([CH2:35][C:36]3[CH:37]=[CH:38][C:39]([C:40](=[O:41])[C:42]4[CH:43]=[CH:44][CH:45]=[CH:46][CH:47]=4)=[CH:48][CH:49]=3)[C:20](=[O:23])[N:19]2[CH3:24])=[CH:13][CH:14]=1)[CH3:4], predict the reactants needed to synthesize it. The reactants are: [H-].[Na+].[CH2:3]([O:5][C:6](=[O:33])[C:7]([CH3:32])([O:25][C:26]1[CH:31]=[CH:30][CH:29]=[CH:28][CH:27]=1)[CH2:8][C:9]1[CH:14]=[CH:13][C:12]([O:15][CH2:16][CH2:17][CH:18]2[CH2:22][NH:21][C:20](=[O:23])[N:19]2[CH3:24])=[CH:11][CH:10]=1)[CH3:4].Br[CH2:35][C:36]1[CH:49]=[CH:48][C:39]([C:40]([C:42]2[CH:47]=[CH:46][CH:45]=[CH:44][CH:43]=2)=[O:41])=[CH:38][CH:37]=1. (4) Given the product [Cl:14][C:11]1[C:10]([O:15][C:16]2[CH:21]=[CH:20][C:19]([OH:22])=[C:18]([CH:23]([CH3:25])[CH3:24])[CH:17]=2)=[C:9]([Cl:26])[CH:8]=[C:7]2[C:12]=1[CH:13]=[C:5]([C:3]([OH:4])=[O:2])[N:6]2[CH3:27], predict the reactants needed to synthesize it. The reactants are: C[O:2][C:3]([C:5]1[N:6]([CH3:27])[C:7]2[C:12]([CH:13]=1)=[C:11]([Cl:14])[C:10]([O:15][C:16]1[CH:21]=[CH:20][C:19]([OH:22])=[C:18]([CH:23]([CH3:25])[CH3:24])[CH:17]=1)=[C:9]([Cl:26])[CH:8]=2)=[O:4]. (5) Given the product [NH3:5].[CH:1]1([CH2:4][NH:5][C:6]2[NH:7][C:8](=[O:40])/[C:9](=[CH:11]/[C:12]3[C:20]4[C:15](=[N:16][CH:17]=[C:18]([C:21]5[CH:22]=[CH:23][C:24]([N:27]6[CH2:28][CH2:29][NH:30][CH2:31][CH2:32]6)=[CH:25][CH:26]=5)[CH:19]=4)[NH:14][CH:13]=3)/[N:10]=2)[CH2:3][CH2:2]1, predict the reactants needed to synthesize it. The reactants are: [CH:1]1([CH2:4][NH:5][C:6]2[NH:7][C:8](=[O:40])/[C:9](=[CH:11]/[C:12]3[C:20]4[C:15](=[N:16][CH:17]=[C:18]([C:21]5[CH:26]=[CH:25][C:24]([N:27]6[CH2:32][CH2:31][N:30](C(OC(C)(C)C)=O)[CH2:29][CH2:28]6)=[CH:23][CH:22]=5)[CH:19]=4)[NH:14][CH:13]=3)/[N:10]=2)[CH2:3][CH2:2]1.Cl. (6) Given the product [Cl:1][C:2]1[C:7]([Cl:8])=[CH:6][CH:5]=[CH:4][C:3]=1[N:9]1[C:13]([NH:14][CH2:15][C:16]2[CH:21]=[CH:20][N:19]=[C:18]([N:23]3[CH2:27][CH2:26][CH2:25][CH2:24]3)[CH:17]=2)=[N:12][N:11]=[N:10]1, predict the reactants needed to synthesize it. The reactants are: [Cl:1][C:2]1[C:7]([Cl:8])=[CH:6][CH:5]=[CH:4][C:3]=1[N:9]1[C:13]([NH:14][CH2:15][C:16]2[CH:21]=[CH:20][N:19]=[C:18](F)[CH:17]=2)=[N:12][N:11]=[N:10]1.[NH:23]1[CH2:27][CH2:26][CH2:25][CH2:24]1.